Predict the product of the given reaction. From a dataset of Forward reaction prediction with 1.9M reactions from USPTO patents (1976-2016). (1) Given the reactants [Cl:1][C:2]1[N:3]=[N:4][C:5]([C:8]([F:11])([F:10])[F:9])=[CH:6][CH:7]=1.[CH:12]1([N:16]2[CH2:21][CH2:20][CH:19]([O:22][CH:23]3[CH2:28][CH2:27][NH:26][CH2:25][CH2:24]3)[CH2:18][CH2:17]2)[CH2:15][CH2:14][CH2:13]1.C(=O)([O-])[O-].[K+].[K+], predict the reaction product. The product is: [ClH:1].[CH:12]1([N:16]2[CH2:21][CH2:20][CH:19]([O:22][CH:23]3[CH2:28][CH2:27][N:26]([C:2]4[N:3]=[N:4][C:5]([C:8]([F:11])([F:10])[F:9])=[CH:6][CH:7]=4)[CH2:25][CH2:24]3)[CH2:18][CH2:17]2)[CH2:15][CH2:14][CH2:13]1. (2) Given the reactants [C:1]1(=[O:8])[O:7][C:5](=[O:6])[CH2:4][O:3][CH2:2]1.[CH2:9]([OH:16])[C:10]1[CH:15]=[CH:14][CH:13]=[CH:12][CH:11]=1.C(N(CC)CC)C.C1(C)C=CC=CC=1, predict the reaction product. The product is: [CH2:9]([O:16][C:5]([CH2:4][O:3][CH2:2][C:1]([OH:7])=[O:8])=[O:6])[C:10]1[CH:15]=[CH:14][CH:13]=[CH:12][CH:11]=1. (3) The product is: [CH:1]([C:4]1[S:8][C:7]([NH:9][C:10]([NH:12][C:13]2[CH:18]=[CH:17][CH:16]=[C:15]([NH2:19])[CH:14]=2)=[O:11])=[N:6][CH:5]=1)([CH3:3])[CH3:2]. Given the reactants [CH:1]([C:4]1[S:8][C:7]([NH:9][C:10]([NH:12][C:13]2[CH:18]=[CH:17][CH:16]=[C:15]([N+:19]([O-])=O)[CH:14]=2)=[O:11])=[N:6][CH:5]=1)([CH3:3])[CH3:2].C(O)(=O)C.O, predict the reaction product.